From a dataset of Peptide-MHC class I binding affinity with 185,985 pairs from IEDB/IMGT. Regression. Given a peptide amino acid sequence and an MHC pseudo amino acid sequence, predict their binding affinity value. This is MHC class I binding data. (1) The peptide sequence is TFVPIAWAAAY. The MHC is HLA-B53:01 with pseudo-sequence HLA-B53:01. The binding affinity (normalized) is 0.0847. (2) The peptide sequence is ERNPYENIL. The MHC is HLA-A02:11 with pseudo-sequence HLA-A02:11. The binding affinity (normalized) is 0.0847. (3) The peptide sequence is IISYFIFNR. The MHC is HLA-A03:01 with pseudo-sequence HLA-A03:01. The binding affinity (normalized) is 0.472. (4) The peptide sequence is VELKHFFFA. The MHC is HLA-B40:02 with pseudo-sequence HLA-B40:02. The binding affinity (normalized) is 0.572. (5) The MHC is HLA-A02:02 with pseudo-sequence HLA-A02:02. The binding affinity (normalized) is 0.187. The peptide sequence is PVDLVKSSFV. (6) The peptide sequence is AVDLSHFLK. The MHC is HLA-B44:03 with pseudo-sequence HLA-B44:03. The binding affinity (normalized) is 0.